Dataset: Catalyst prediction with 721,799 reactions and 888 catalyst types from USPTO. Task: Predict which catalyst facilitates the given reaction. (1) Reactant: C([NH:8][CH:9]1[CH2:13][CH2:12][C:11]([CH3:15])([OH:14])[C:10]1([F:17])[CH3:16])C1C=CC=CC=1.Cl. Product: [NH2:8][C@@H:9]1[CH2:13][CH2:12][C@@:11]([CH3:15])([OH:14])[C@@:10]1([F:17])[CH3:16]. The catalyst class is: 43. (2) Reactant: [CH3:1][C:2]1([CH3:11])[CH2:7][CH2:6][CH:5]([CH2:8][CH2:9]O)[CH2:4][CH2:3]1.[BrH:12]. Product: [Br:12][CH2:9][CH2:8][CH:5]1[CH2:6][CH2:7][C:2]([CH3:11])([CH3:1])[CH2:3][CH2:4]1. The catalyst class is: 65. (3) Reactant: [F:1][C:2]1[CH:10]=[CH:9][C:8]([CH2:11][C:12]2[C:21]3[C:16](=[CH:17][CH:18]=[CH:19][CH:20]=3)[C:15](=[O:22])[NH:14][N:13]=2)=[CH:7][C:3]=1[C:4](O)=[O:5].ON1C2C=CC=CC=2N=N1.[F:33][C:34]([F:47])([F:46])[C:35]1[N:39]2[CH2:40][CH2:41][NH:42][CH2:43][C:38]2=[C:37]([CH2:44][OH:45])[N:36]=1.C(N(CC)CC)C. Product: [F:1][C:2]1[CH:10]=[CH:9][C:8]([CH2:11][C:12]2[C:21]3[C:16](=[CH:17][CH:18]=[CH:19][CH:20]=3)[C:15](=[O:22])[NH:14][N:13]=2)=[CH:7][C:3]=1[C:4]([N:42]1[CH2:41][CH2:40][N:39]2[C:35]([C:34]([F:47])([F:33])[F:46])=[N:36][C:37]([CH2:44][OH:45])=[C:38]2[CH2:43]1)=[O:5]. The catalyst class is: 9. (4) Reactant: [F:1][C:2]([F:25])([C:21]([F:24])([F:23])[F:22])[C:3]([F:20])([F:19])[C:4]([NH:6][C:7]1[CH:8]=[C:9]([CH2:14][C:15]([O:17][CH3:18])=[O:16])[CH:10]=[CH:11][C:12]=1O)=[O:5].C1(C)C=CC(S(O)(=O)=O)=CC=1. Product: [F:1][C:2]([F:25])([C:21]([F:23])([F:22])[F:24])[C:3]([F:20])([F:19])[C:4]1[O:5][C:12]2[CH:11]=[CH:10][C:9]([CH2:14][C:15]([O:17][CH3:18])=[O:16])=[CH:8][C:7]=2[N:6]=1. The catalyst class is: 11. (5) Reactant: [CH:1]([O:4][C:5]1[CH:13]=[CH:12][C:11]([S:14]([CH3:17])(=[O:16])=[O:15])=[CH:10][C:6]=1[C:7]([OH:9])=O)([CH3:3])[CH3:2].Cl.[CH3:19][O:20][C:21]([C:23]1[CH:24]=[CH:25][CH:26]=[C:27]2[S:31][C:30]([N:32]3[CH2:37][CH2:36][NH:35][CH2:34][CH2:33]3)=[N:29][C:28]=12)=[O:22]. Product: [CH3:19][O:20][C:21]([C:23]1[CH:24]=[CH:25][CH:26]=[C:27]2[S:31][C:30]([N:32]3[CH2:37][CH2:36][N:35]([C:7](=[O:9])[C:6]4[CH:10]=[C:11]([S:14]([CH3:17])(=[O:16])=[O:15])[CH:12]=[CH:13][C:5]=4[O:4][CH:1]([CH3:2])[CH3:3])[CH2:34][CH2:33]3)=[N:29][C:28]=12)=[O:22]. The catalyst class is: 7. (6) Reactant: [CH2:1]([O:8][N:9]1[C:15](=[O:16])[N:14]2[CH2:17][C@H:10]1[CH2:11][CH2:12][C@H:13]2[C:18]([OH:20])=O)[C:2]1[CH:7]=[CH:6][CH:5]=[CH:4][CH:3]=1.[F:21][C:22]([F:28])([F:27])[C:23]([NH:25][NH2:26])=[O:24].ON1C2C=CC=CC=2N=N1.Cl.C(N=C=NCCCN(C)C)C. Product: [CH2:1]([O:8][N:9]1[C:15](=[O:16])[N:14]2[CH2:17][C@H:10]1[CH2:11][CH2:12][C@@H:13]2[C:18]([NH:26][NH:25][C:23](=[O:24])[C:22]([F:28])([F:27])[F:21])=[O:20])[C:2]1[CH:3]=[CH:4][CH:5]=[CH:6][CH:7]=1. The catalyst class is: 172. (7) Reactant: [Cl:1][C:2]1[N:3]=[C:4]([NH:11][C@@H:12]2[CH2:16][CH2:15][N:14](C(OC(C)(C)C)=O)[CH2:13]2)[C:5]2[S:10][CH:9]=[CH:8][C:6]=2[N:7]=1.Cl.O1CCOCC1. Product: [Cl:1][C:2]1[N:3]=[C:4]([NH:11][C@@H:12]2[CH2:16][CH2:15][NH:14][CH2:13]2)[C:5]2[S:10][CH:9]=[CH:8][C:6]=2[N:7]=1. The catalyst class is: 8.